This data is from Catalyst prediction with 721,799 reactions and 888 catalyst types from USPTO. The task is: Predict which catalyst facilitates the given reaction. (1) Reactant: [C:1]([N:8](C1C2C(=CC=CC=2)C=CC=1)[C@H:9]([C:11]([OH:13])=O)[CH3:10])([O:3][C:4]([CH3:7])([CH3:6])[CH3:5])=[O:2].CCN=C=N[CH2:29][CH2:30][CH2:31][N:32](C)C.Cl.ON1[C:41]2[CH:42]=[CH:43][CH:44]=[CH:45][C:40]=2N=N1.[CH:46]([C:49]([CH:52](C)C)([NH-])C)(C)[CH3:47].C[N:56]([CH:58]=[O:59])C. Product: [C:58]([C@@H:31]([NH:32][C:11](=[O:13])[C@@H:9]([NH:8][C:1]([O:3][C:4]([CH3:5])([CH3:6])[CH3:7])=[O:2])[CH2:10][C:40]1[C:41]2[C:42](=[CH:47][CH:46]=[CH:49][CH:52]=2)[CH:43]=[CH:44][CH:45]=1)[CH2:30][CH3:29])(=[O:59])[NH2:56]. The catalyst class is: 25. (2) Reactant: CON(C)[C:4]([CH:6]1[O:11][CH2:10][CH2:9][N:8]([C:12]([O:14][C:15]([CH3:18])([CH3:17])[CH3:16])=[O:13])[CH2:7]1)=[O:5].[CH3:20][O:21][CH2:22][CH2:23][CH2:24][CH2:25][Mg]Cl. Product: [CH3:20][O:21][CH2:22][CH2:23][CH2:24][CH2:25][C:4]([CH:6]1[O:11][CH2:10][CH2:9][N:8]([C:12]([O:14][C:15]([CH3:16])([CH3:17])[CH3:18])=[O:13])[CH2:7]1)=[O:5]. The catalyst class is: 1. (3) Reactant: [S:1]1[C:5]2[CH:6]=[CH:7][CH:8]=[CH:9][C:4]=2[N:3]=[C:2]1[N:10]1[C:14](=[O:15])[CH:13]=[C:12]([C:16]2[CH:21]=[CH:20][CH:19]=[C:18]([Br:22])[CH:17]=2)[NH:11]1.CO[CH:25](OC)[N:26]([CH3:28])[CH3:27].C(OCC)C. Product: [S:1]1[C:5]2[CH:6]=[CH:7][CH:8]=[CH:9][C:4]=2[N:3]=[C:2]1[N:10]1[C:14](=[O:15])[C:13](=[CH:25][N:26]([CH3:28])[CH3:27])[C:12]([C:16]2[CH:21]=[CH:20][CH:19]=[C:18]([Br:22])[CH:17]=2)=[N:11]1. The catalyst class is: 1. (4) Reactant: CN(C)C=O.Br[CH2:7][CH2:8][S:9][C:10]1[S:11][CH:12]=[CH:13][CH:14]=1.C(=O)([O-])[O-].[K+].[K+].Cl.[F:22][C:23]([F:34])([F:33])[C:24]([N:26]1[CH2:31][CH2:30][CH:29]([NH2:32])[CH2:28][CH2:27]1)=[O:25]. Product: [S:11]1[CH:12]=[CH:13][CH:14]=[C:10]1[S:9][CH2:8][CH2:7][NH:32][CH:29]1[CH2:28][CH2:27][N:26]([C:24](=[O:25])[C:23]([F:22])([F:33])[F:34])[CH2:31][CH2:30]1. The catalyst class is: 69. (5) Reactant: [C:1]([C:3]1[CH:8]=[CH:7][C:6]([NH:9]C(=O)C)=[C:5]([CH3:13])[C:4]=1[F:14])#[N:2]. Product: [NH2:9][C:6]1[CH:7]=[CH:8][C:3]([C:1]#[N:2])=[C:4]([F:14])[C:5]=1[CH3:13]. The catalyst class is: 422.